Dataset: Full USPTO retrosynthesis dataset with 1.9M reactions from patents (1976-2016). Task: Predict the reactants needed to synthesize the given product. (1) Given the product [C:6]([C:5]1[CH:8]=[CH:9][C:2]([NH:1][C:23](=[O:24])[C:22]([N:19]2[CH2:18][CH2:17][CH:16]([CH2:15][C:14]3[CH:13]=[CH:12][C:11]([F:10])=[CH:28][CH:27]=3)[CH2:21][CH2:20]2)=[O:26])=[CH:3][CH:4]=1)#[N:7], predict the reactants needed to synthesize it. The reactants are: [NH2:1][C:2]1[CH:9]=[CH:8][C:5]([C:6]#[N:7])=[CH:4][CH:3]=1.[F:10][C:11]1[CH:28]=[CH:27][C:14]([CH2:15][CH:16]2[CH2:21][CH2:20][N:19]([C:22](=[O:26])[C:23](O)=[O:24])[CH2:18][CH2:17]2)=[CH:13][CH:12]=1. (2) The reactants are: Cl.[N:2]1([C:8]2[S:12][C:11]([C:13]3[N:14]=[N:15][N:16]([CH2:18][C:19]([O:21][CH2:22][CH3:23])=[O:20])[N:17]=3)=[N:10][N:9]=2)[CH2:7][CH2:6][NH:5][CH2:4][CH2:3]1.C(Cl)Cl.C(N(CC)CC)C.[F:34][C:35]([F:46])([F:45])[C:36]1[CH:44]=[CH:43][CH:42]=[CH:41][C:37]=1[C:38](Cl)=[O:39]. Given the product [F:34][C:35]([F:45])([F:46])[C:36]1[CH:44]=[CH:43][CH:42]=[CH:41][C:37]=1[C:38]([N:5]1[CH2:6][CH2:7][N:2]([C:8]2[S:12][C:11]([C:13]3[N:14]=[N:15][N:16]([CH2:18][C:19]([O:21][CH2:22][CH3:23])=[O:20])[N:17]=3)=[N:10][N:9]=2)[CH2:3][CH2:4]1)=[O:39], predict the reactants needed to synthesize it. (3) Given the product [C:20]([CH2:19][O:17][C:14]1[CH:15]=[CH:16][C:11]([N:10]=[N:9][C:6]2[CH:5]=[CH:4][C:3]([CH2:2][OH:1])=[CH:8][CH:7]=2)=[CH:12][CH:13]=1)([O:22][CH3:23])=[O:21], predict the reactants needed to synthesize it. The reactants are: [OH:1][CH2:2][C:3]1[CH:8]=[CH:7][C:6]([N:9]=[N:10][C:11]2[CH:16]=[CH:15][C:14]([OH:17])=[CH:13][CH:12]=2)=[CH:5][CH:4]=1.Br[CH2:19][C:20]([O:22][CH3:23])=[O:21].C([O-])([O-])=O.[K+].[K+].